This data is from Forward reaction prediction with 1.9M reactions from USPTO patents (1976-2016). The task is: Predict the product of the given reaction. (1) Given the reactants C1(C)C=CC(S(O)(=O)=O)=CC=1.[O:12]1[CH:17]=[CH:16][CH2:15][CH2:14][CH2:13]1.[Br:18][C:19]1[CH:24]=[CH:23][C:22]([CH2:25][CH2:26][OH:27])=[CH:21][CH:20]=1, predict the reaction product. The product is: [Br:18][C:19]1[CH:24]=[CH:23][C:22]([CH2:25][CH2:26][O:27][CH:17]2[CH2:16][CH2:15][CH2:14][CH2:13][O:12]2)=[CH:21][CH:20]=1. (2) Given the reactants [OH:1][C:2]1[C:3]([CH:11]2[C:19]3[C:14](=[C:15]([C:20]([F:23])([F:22])[F:21])[CH:16]=[CH:17][CH:18]=3)[NH:13][C:12]2=[O:24])=[CH:4][C:5]2[O:9][CH2:8][O:7][C:6]=2[CH:10]=1.[CH2:25]=[O:26].[OH-].[Na+], predict the reaction product. The product is: [OH:1][C:2]1[C:3]([C:11]2([CH2:25][OH:26])[C:19]3[C:14](=[C:15]([C:20]([F:23])([F:22])[F:21])[CH:16]=[CH:17][CH:18]=3)[NH:13][C:12]2=[O:24])=[CH:4][C:5]2[O:9][CH2:8][O:7][C:6]=2[CH:10]=1. (3) Given the reactants [NH:1]1[CH2:6][CH2:5][CH2:4][C@@H:3]([NH:7][C:8](=[O:14])[O:9][C:10]([CH3:13])([CH3:12])[CH3:11])[CH2:2]1.[Cl:15][C:16]1[C:17](F)=[C:18]2[C:24]([NH:25][C:26]([CH:28]3[CH2:32][CH2:31][CH2:30][CH2:29]3)=[O:27])=[CH:23][NH:22][C:19]2=[N:20][CH:21]=1, predict the reaction product. The product is: [Cl:15][C:16]1[C:17]([N:1]2[CH2:6][CH2:5][CH2:4][C@@H:3]([NH:7][C:8](=[O:14])[O:9][C:10]([CH3:11])([CH3:13])[CH3:12])[CH2:2]2)=[C:18]2[C:24]([NH:25][C:26]([CH:28]3[CH2:29][CH2:30][CH2:31][CH2:32]3)=[O:27])=[CH:23][NH:22][C:19]2=[N:20][CH:21]=1.